Dataset: Reaction yield outcomes from USPTO patents with 853,638 reactions. Task: Predict the reaction yield, written as a fraction of the theoretical maximum amount of product (1.0 means a 100% yield; for example, 0.34 means a 34% yield). (1) The reactants are [CH3:1][O:2][C:3]1[CH:8]=[C:7]([B:9]2[O:13][C:12]([CH3:15])([CH3:14])[C:11]([CH3:17])([CH3:16])[O:10]2)[CH:6]=[CH:5][C:4]=1[OH:18].CN(C=O)C.[H-].[Na+].[CH3:26][O:27][C:28]1[CH:35]=[CH:34][C:31]([CH2:32]Cl)=[CH:30][CH:29]=1. The catalyst is [I-].C([N+](CCCC)(CCCC)CCCC)CCC.C(OCC)C. The product is [CH3:1][O:2][C:3]1[CH:8]=[C:7]([B:9]2[O:10][C:11]([CH3:17])([CH3:16])[C:12]([CH3:14])([CH3:15])[O:13]2)[CH:6]=[CH:5][C:4]=1[O:18][CH2:32][C:31]1[CH:34]=[CH:35][C:28]([O:27][CH3:26])=[CH:29][CH:30]=1. The yield is 0.910. (2) The reactants are [CH:1]([N:4]1[C:8]([C:9]2[CH:19]=[CH:18][C:12]3[O:13][CH2:14][C:15](=[O:17])[NH:16][C:11]=3[CH:10]=2)=[CH:7][C:6]([CH3:20])=[N:5]1)([CH3:3])[CH3:2].C1C(=O)N([I:28])C(=O)C1. No catalyst specified. The product is [I:28][C:7]1[C:6]([CH3:20])=[N:5][N:4]([CH:1]([CH3:3])[CH3:2])[C:8]=1[C:9]1[CH:19]=[CH:18][C:12]2[O:13][CH2:14][C:15](=[O:17])[NH:16][C:11]=2[CH:10]=1. The yield is 0.940. (3) The reactants are Br[C:2]1[CH:7]=[CH:6][C:5]([C:8]2[N:9]=[C:10]([C:13]3[CH:17]=[C:16]([CH3:18])[N:15]([CH2:19][C:20]4[CH:25]=[CH:24][C:23]([CH3:26])=[CH:22][CH:21]=4)[N:14]=3)[O:11][CH:12]=2)=[CH:4][CH:3]=1.[NH:27]1[CH2:32][CH2:31][CH2:30][CH2:29][CH2:28]1.P([O-])([O-])([O-])=O.[K+].[K+].[K+].C1(P(C2CCCCC2)C2C=CC=CC=2C2C=CC=CC=2)CCCCC1. The catalyst is COCCOC.[Pd](Cl)Cl. The product is [CH3:18][C:16]1[N:15]([CH2:19][C:20]2[CH:25]=[CH:24][C:23]([CH3:26])=[CH:22][CH:21]=2)[N:14]=[C:13]([C:10]2[O:11][CH:12]=[C:8]([C:5]3[CH:6]=[CH:7][C:2]([N:27]4[CH2:32][CH2:31][CH2:30][CH2:29][CH2:28]4)=[CH:3][CH:4]=3)[N:9]=2)[CH:17]=1. The yield is 0.110. (4) The product is [C:25]([O:24][C:22]([N:20]1[CH2:21][C@H:17]([C:8]2[CH:9]=[CH:10][CH:11]=[C:12]([C:13]([F:15])([F:16])[F:14])[C:7]=2[C:5]([O:4][CH:1]([CH3:2])[CH3:3])=[O:6])[C@H:18]([C:29]([OH:31])=[O:30])[CH2:19]1)=[O:23])([CH3:26])([CH3:28])[CH3:27]. The reactants are [CH:1]([O:4][C:5]([C:7]1[C:12]([C:13]([F:16])([F:15])[F:14])=[CH:11][CH:10]=[CH:9][C:8]=1[C@H:17]1[CH2:21][N:20]([C:22]([O:24][C:25]([CH3:28])([CH3:27])[CH3:26])=[O:23])[CH2:19][C@H:18]1[C:29]([O:31]C)=[O:30])=[O:6])([CH3:3])[CH3:2].[OH-].[Li+]. The yield is 0.860. The catalyst is C1COCC1.O. (5) The reactants are [O:1]=[C:2]([N:12]1[CH2:16][CH2:15][CH2:14][CH2:13]1)[CH2:3][C:4]1[CH:11]=[CH:10][C:7]([C:8]#[N:9])=[CH:6][CH:5]=1.[C:17]([O:21][C:22](O[C:22]([O:21][C:17]([CH3:20])([CH3:19])[CH3:18])=[O:23])=[O:23])([CH3:20])([CH3:19])[CH3:18]. The catalyst is CO.[Pd]. The product is [C:17]([O:21][C:22]([NH:9][CH2:8][C:7]1[CH:10]=[CH:11][C:4]([CH2:3][C:2](=[O:1])[N:12]2[CH2:16][CH2:15][CH2:14][CH2:13]2)=[CH:5][CH:6]=1)=[O:23])([CH3:20])([CH3:19])[CH3:18]. The yield is 0.900. (6) The reactants are [NH2:1][C:2]1[CH:3]=[C:4]([S:8]([NH:11][CH2:12][C:13]2[CH:18]=[CH:17][CH:16]=[C:15]([O:19][CH3:20])[CH:14]=2)(=[O:10])=[O:9])[CH:5]=[CH:6][CH:7]=1.[NH2:21][C:22]1[N:27]=[C:26](Cl)[CH:25]=[CH:24][N:23]=1. No catalyst specified. The product is [NH2:21][C:22]1[N:27]=[C:26]([NH:1][C:2]2[CH:3]=[C:4]([S:8]([NH:11][CH2:12][C:13]3[CH:18]=[CH:17][CH:16]=[C:15]([O:19][CH3:20])[CH:14]=3)(=[O:9])=[O:10])[CH:5]=[CH:6][CH:7]=2)[CH:25]=[CH:24][N:23]=1. The yield is 0.100.